This data is from Experimentally validated miRNA-target interactions with 360,000+ pairs, plus equal number of negative samples. The task is: Binary Classification. Given a miRNA mature sequence and a target amino acid sequence, predict their likelihood of interaction. (1) The miRNA is hsa-let-7d-5p with sequence AGAGGUAGUAGGUUGCAUAGUU. The protein sequence of the target gene is MKEYVLLLFLALCSAKPFFSPSHIALKNMMLKDMEDTDDDDDDDDDDDDDDEDNSLFPTREPRSHFFPFDLFPMCPFGCQCYSRVVHCSDLGLTSVPTNIPFDTRMLDLQNNKIKEIKENDFKGLTSLYGLILNNNKLTKIHPKAFLTTKKLRRLYLSHNQLSEIPLNLPKSLAELRIHENKVKKIQKDTFKGMNALHVLEMSANPLDNNGIEPGAFEGVTVFHIRIAEAKLTSVPKGLPPTLLELHLDYNKISTVELEDFKRYKELQRLGLGNNKITDIENGSLANIPRVREIHLENNK.... Result: 0 (no interaction). (2) The miRNA is hsa-miR-548ah-3p with sequence CAAAAACUGCAGUUACUUUUGC. The protein sequence of the target gene is MAASKPIEAAMAAAAAPGSGNGVGGGGGTAGPGSGAGTLPRWHVALAIGAPLLLGAGAMYLWSRRRRRREAGGRGDASGLKRNSERKTPEGRASPALGSGHHDGSGDSLEMSSLDRAQAAKNKGNKYFKAGKYEQAIQCYTEAISLCPTEKNVDLSTFYQNRAAAFEQLQKWKEVAQDCTKAVELNPKYVKALFRRAKAHEKLDNKKECLEDVTAVCILEGFQNEQSMLLADKVLKLLGKENAKEKYKNREPLMPSPQFIKSYFSSFTDDIISQPMLKGEKSDEDKDKEGEALEVKENSG.... Result: 0 (no interaction). (3) Result: 0 (no interaction). The protein sequence of the target gene is MLPSLALLLLAAWTVRALEVPTDGNAGLLAEPQIAMFCGKLNMHMNVQNGKWESDPSGTKTCIGTKEGILQYCQEVYPELQITNVVEANQPVTIQNWCKRGRKQCKTHTHIVIPYRCLVGEFVSDALLVPDKCKFLHQERMDVCETHLHWHTVAKETCSEKSTNLHDYGMLLPCGIDKFRGVEFVCCPLAEESDSVDSADAEEDDSDVWWGGADTDYADGGEDKVVEVAEEEEVADVEEEEADDDEDVEDGDEVEEEAEEPYEEATERTTSTATTTTTTTESVEEVVREVCSEQAETGPC.... The miRNA is hsa-miR-6835-3p with sequence AAAAGCACUUUUCUGUCUCCCAG. (4) The miRNA is hsa-miR-3617-5p with sequence AAAGACAUAGUUGCAAGAUGGG. The protein sequence of the target gene is MVVSAGPLSSEKAEMNILEINEKLRPQLAEKKQQFRNLKEKCFLTQLAGFLANRQKKYKYEECKDLIKFMLRNERQFKEEKLAEQLKQAEELRQYKVLVHAQERELTQLREKLREGRDASRSLNEHLQALLTPDEPDKSQGQDLQEQLAEGCRLTQHLVQKLSPENDNDDDEDVQVEVAEKVQKSSAPREMQKAEEKEVPEDSLEECAITCSNSHGPYDSNQPHKKTKITFEEDKVDSTLIGSSSHVEWEDAVHIIPENESDDEEEEEKGPVSPRNLQESEEEEVPQESWDEGYSTLSIP.... Result: 1 (interaction).